From a dataset of Full USPTO retrosynthesis dataset with 1.9M reactions from patents (1976-2016). Predict the reactants needed to synthesize the given product. Given the product [NH2:36][C@@H:28]([C@H:25]1[CH2:26][CH2:27][C@H:22]([OH:21])[CH2:23][CH2:24]1)[C:29](=[O:35])[N:30]1[CH2:34][CH2:33][S:32][CH2:31]1, predict the reactants needed to synthesize it. The reactants are: C(OC(N[C@@H]([C@H]1CC[C@H](O)CC1)C(OC)=O)=O)(C)(C)C.[OH:21][C@H:22]1[CH2:27][CH2:26][C@H:25]([C@H:28]([NH:36]C(=O)OC(C)(C)C)[C:29](=[O:35])[N:30]2[CH2:34][CH2:33][S:32][CH2:31]2)[CH2:24][CH2:23]1.